This data is from Full USPTO retrosynthesis dataset with 1.9M reactions from patents (1976-2016). The task is: Predict the reactants needed to synthesize the given product. (1) Given the product [N:21]1([CH2:27][C:13]2[CH:14]=[CH:15][C:7]3[NH:6][C:5]4[CH:4]=[CH:3][C:2]([C:16]([O:18][CH2:19][CH3:20])=[O:17])=[CH:1][C:11]=4[CH2:10][CH2:9][C:8]=3[CH:12]=2)[CH2:26][CH2:25][CH2:24][CH2:23][CH2:22]1, predict the reactants needed to synthesize it. The reactants are: [CH:1]1[C:11]2[CH2:10][CH2:9][C:8]3[CH:12]=[CH:13][CH:14]=[CH:15][C:7]=3[NH:6][C:5]=2[CH:4]=[CH:3][C:2]=1[C:16]([O:18][CH2:19][CH3:20])=[O:17].[NH:21]1[CH2:26][CH2:25][CH2:24][CH2:23][CH2:22]1.[CH2:27]=O. (2) Given the product [CH:1]1([C:4]([C:5](=[CH:13][N:14]([CH3:16])[CH3:15])[C:6]([O:8][CH3:9])=[O:7])=[O:10])[CH2:3][CH2:2]1, predict the reactants needed to synthesize it. The reactants are: [CH:1]1([C:4](=[O:10])[CH2:5][C:6]([O:8][CH3:9])=[O:7])[CH2:3][CH2:2]1.CO[CH:13](OC)[N:14]([CH3:16])[CH3:15]. (3) Given the product [C:13](/[CH:12]=[CH:11]/[C@@H:10]([N:15]([CH3:16])[C:27]([C@@H:26]([NH:25][C:23](=[O:24])[O:22][C:18]([CH3:19])([CH3:20])[CH3:21])[C:30]([CH3:33])([CH3:32])[CH3:31])=[O:29])[CH:9]([CH3:17])[CH3:8])#[N:14], predict the reactants needed to synthesize it. The reactants are: FC(F)(F)C(O)=O.[CH3:8][CH:9]([CH3:17])[C@H:10]([NH:15][CH3:16])/[CH:11]=[CH:12]/[C:13]#[N:14].[C:18]([O:22][C:23]([NH:25][CH:26]([C:30]([CH3:33])([CH3:32])[CH3:31])[C:27]([OH:29])=O)=[O:24])([CH3:21])([CH3:20])[CH3:19].F[P-](F)(F)(F)(F)F.N1(O[P+](N2CCCC2)(N2CCCC2)N2CCCC2)C2C=CC=CC=2N=N1.CCN(C(C)C)C(C)C. (4) Given the product [Cl:1][C:2]1[CH:28]=[CH:27][C:5]([CH2:6][N:7]2[C:15]3[C:10](=[CH:11][CH:12]=[CH:13][CH:14]=3)[CH:9]=[C:8]2[C:16]([N:18]2[CH2:19][CH2:20][CH:21]([C:24]([N:41]3[CH2:35][CH2:36][N:37]([CH3:38])[CH2:39][CH2:45]3)=[O:25])[CH2:22][CH2:23]2)=[O:17])=[CH:4][CH:3]=1, predict the reactants needed to synthesize it. The reactants are: [Cl:1][C:2]1[CH:28]=[CH:27][C:5]([CH2:6][N:7]2[C:15]3[C:10](=[CH:11][CH:12]=[CH:13][CH:14]=3)[CH:9]=[C:8]2[C:16]([N:18]2[CH2:23][CH2:22][CH:21]([C:24](O)=[O:25])[CH2:20][CH2:19]2)=[O:17])=[CH:4][CH:3]=1.C(N=C=NC[CH2:35][CH2:36][N:37]([CH3:39])[CH3:38])C.O[N:41]1[C:45]2C=CC=CC=2N=N1.C(N(CC)C(C)C)(C)C.N1CCOCC1. (5) Given the product [CH3:16][O:17][N:18]([CH3:30])[S:19]([C:22]1[N:23]=[CH:24][N:25]2[CH:29]=[C:28]([Sn:35]([CH2:36][CH2:37][CH2:38][CH3:39])([CH2:40][CH2:41][CH2:42][CH3:43])[CH2:31][CH2:32][CH2:33][CH3:34])[S:27][C:26]=12)(=[O:20])=[O:21], predict the reactants needed to synthesize it. The reactants are: C[Si]([N-][Si](C)(C)C)(C)C.[Li+].C1COCC1.[CH3:16][O:17][N:18]([CH3:30])[S:19]([C:22]1[N:23]=[CH:24][N:25]2[CH:29]=[CH:28][S:27][C:26]=12)(=[O:21])=[O:20].[CH2:31]([Sn:35](Cl)([CH2:40][CH2:41][CH2:42][CH3:43])[CH2:36][CH2:37][CH2:38][CH3:39])[CH2:32][CH2:33][CH3:34].[Cl-].[NH4+]. (6) Given the product [C:1]([O:5][C:6]([N:8]1[C@H:13]([C:14](=[O:16])[NH:26][C@@H:22]2[CH2:23][CH2:24][CH2:25][C@H:20]([C:19]([F:18])([F:27])[F:28])[CH2:21]2)[CH2:12][C@@H:11]2[C@H:9]1[CH2:10]2)=[O:7])([CH3:2])([CH3:3])[CH3:4], predict the reactants needed to synthesize it. The reactants are: [C:1]([O:5][C:6]([N:8]1[C@H:13]([C:14]([OH:16])=O)[CH2:12][C@@H:11]2[C@H:9]1[CH2:10]2)=[O:7])([CH3:4])([CH3:3])[CH3:2].Cl.[F:18][C:19]([F:28])([F:27])[C@H:20]1[CH2:25][CH2:24][CH2:23][C@@H:22]([NH2:26])[CH2:21]1.CN(C(ON1N=NC2C=CC=CC1=2)=[N+](C)C)C.F[P-](F)(F)(F)(F)F.CCN(C(C)C)C(C)C.